From a dataset of Full USPTO retrosynthesis dataset with 1.9M reactions from patents (1976-2016). Predict the reactants needed to synthesize the given product. (1) Given the product [CH2:7]([N:6]1[C:5](=[CH2:4])[C:11](=[O:12])[S:30][C:29]1=[N:28][C:20]1[CH:21]=[CH:22][C:23]([N+:25]([O-:27])=[O:26])=[CH:24][C:19]=1[CH3:18])[CH:8]([CH3:10])[CH3:9], predict the reactants needed to synthesize it. The reactants are: Cl.CO[C:4](=O)[C@@H:5]([CH2:11][OH:12])[NH:6][CH2:7][CH:8]([CH3:10])[CH3:9].O=S(Cl)Cl.[CH3:18][C:19]1[CH:24]=[C:23]([N+:25]([O-:27])=[O:26])[CH:22]=[CH:21][C:20]=1[N:28]=[C:29]=[S:30]. (2) Given the product [C:4]([C:3]1[C:2]([NH:12][C:13]2[CH:14]=[CH:15][C:16]([N:19]3[CH2:20][CH2:21][N:22]([C:25]([O:27][CH2:28][C:29]4[CH:30]=[CH:31][CH:32]=[CH:33][CH:34]=4)=[O:26])[CH2:23][CH2:24]3)=[CH:17][CH:18]=2)=[N:10][C:9]([Cl:11])=[CH:8][CH:7]=1)(=[O:5])[NH2:6], predict the reactants needed to synthesize it. The reactants are: Cl[C:2]1[N:10]=[C:9]([Cl:11])[CH:8]=[CH:7][C:3]=1[C:4]([NH2:6])=[O:5].[NH2:12][C:13]1[CH:18]=[CH:17][C:16]([N:19]2[CH2:24][CH2:23][N:22]([C:25]([O:27][CH2:28][C:29]3[CH:34]=[CH:33][CH:32]=[CH:31][CH:30]=3)=[O:26])[CH2:21][CH2:20]2)=[CH:15][CH:14]=1.C[Si]([N-][Si](C)(C)C)(C)C.[Li+]. (3) Given the product [CH3:25][O:24][C:19]1([O:22][CH3:23])[CH2:27][CH2:28][CH:29]([CH2:32][C:33]([O:35][CH3:36])=[O:34])[CH2:30]1, predict the reactants needed to synthesize it. The reactants are: O.[O-2].[O-2].[O-2].O=[Si]=O.O=[Si]=O.O=[Si]=O.O=[Si]=O.[Al+3].[Al+3].[CH:19]([O:24][CH3:25])([O:22][CH3:23])OC.O=[C:27]1C[CH2:30][CH:29]([CH2:32][C:33]([O:35][CH3:36])=[O:34])[CH2:28]1. (4) Given the product [CH3:1][N:2]1[C:10]2[C:5](=[CH:6][CH:7]=[CH:8][CH:9]=2)[C:4]([CH:12]([N:19]2[CH2:24][CH2:23][O:22][CH2:21][CH2:20]2)[C:13]2[CH:14]=[CH:15][CH:16]=[CH:17][CH:18]=2)=[CH:3]1, predict the reactants needed to synthesize it. The reactants are: [CH3:1][N:2]1[C:10]2[C:5](=[CH:6][CH:7]=[CH:8][CH:9]=2)[CH:4]=[CH:3]1.[Cl-].[CH:12](=[N+:19]1[CH2:24][CH2:23][O:22][CH2:21][CH2:20]1)[C:13]1[CH:18]=[CH:17][CH:16]=[CH:15][CH:14]=1. (5) Given the product [CH2:1]([O:8][C@@H:9]1[O:18][C@H:17]2[C@@H:12]([O:13][C@H:14]([C:19]3[CH:24]=[CH:23][CH:22]=[CH:21][CH:20]=3)[O:15][CH2:16]2)[C@H:11]([O:25][C@H:26]([CH3:32])[C:27]([OH:29])=[O:28])[C@H:10]1[NH:33][C:34]([O:36][C:37]([CH3:38])([CH3:40])[CH3:39])=[O:35])[C:2]1[CH:3]=[CH:4][CH:5]=[CH:6][CH:7]=1, predict the reactants needed to synthesize it. The reactants are: [CH2:1]([O:8][C@@H:9]1[O:18][C@H:17]2[C@@H:12]([O:13][C@H:14]([C:19]3[CH:24]=[CH:23][CH:22]=[CH:21][CH:20]=3)[O:15][CH2:16]2)[C@H:11]([O:25][C@H:26]([CH3:32])[C:27]([O:29]CC)=[O:28])[C@H:10]1[NH:33][C:34]([O:36][C:37]([CH3:40])([CH3:39])[CH3:38])=[O:35])[C:2]1[CH:7]=[CH:6][CH:5]=[CH:4][CH:3]=1.O.C1COCC1.[OH-].[K+]. (6) Given the product [F:49][C:46]([F:47])([F:48])[O:45][C:42]1[CH:43]=[CH:44][C:39]([O:38][CH2:37][CH:34]2[CH2:33][CH2:32][N:31]([C:28]3[CH:27]=[CH:26][C:25]([OH:24])=[CH:30][N:29]=3)[CH2:36][CH2:35]2)=[CH:40][CH:41]=1, predict the reactants needed to synthesize it. The reactants are: C1(C)C=CC(S([O-])(=O)=O)=CC=1.[NH+]1C=CC=CC=1.O1CCCCC1[O:24][C:25]1[CH:26]=[CH:27][C:28]([N:31]2[CH2:36][CH2:35][CH:34]([CH2:37][O:38][C:39]3[CH:44]=[CH:43][C:42]([O:45][C:46]([F:49])([F:48])[F:47])=[CH:41][CH:40]=3)[CH2:33][CH2:32]2)=[N:29][CH:30]=1.C(=O)([O-])O.[Na+].